Dataset: Full USPTO retrosynthesis dataset with 1.9M reactions from patents (1976-2016). Task: Predict the reactants needed to synthesize the given product. (1) Given the product [Cl:7][C:8]1[CH:13]=[CH:12][CH:11]=[C:10]([Cl:14])[C:9]=1[N:15]1[CH:19]=[CH:18][C:17]([C:20]([OH:24])=[O:21])=[CH:16]1, predict the reactants needed to synthesize it. The reactants are: [Mn]([O-])(=O)(=O)=O.[K+].[Cl:7][C:8]1[CH:13]=[CH:12][CH:11]=[C:10]([Cl:14])[C:9]=1[N:15]1[CH:19]=[CH:18][C:17]([CH:20]=[O:21])=[CH:16]1.CC(C)=[O:24].[OH-].[Na+]. (2) Given the product [Br:1][C:2]1[CH:3]=[C:4]([C:8]([CH3:17])([CH3:16])[CH2:9][C:10]2([C:11]([F:13])([F:14])[F:12])[CH2:19][O:15]2)[CH:5]=[CH:6][CH:7]=1, predict the reactants needed to synthesize it. The reactants are: [Br:1][C:2]1[CH:3]=[C:4]([C:8]([CH3:17])([CH3:16])[CH2:9][C:10](=[O:15])[C:11]([F:14])([F:13])[F:12])[CH:5]=[CH:6][CH:7]=1.[I-].[CH3:19][S+](C)(C)=O.[H-].[Na+].